From a dataset of Forward reaction prediction with 1.9M reactions from USPTO patents (1976-2016). Predict the product of the given reaction. (1) Given the reactants [C:1]([O:5][C:6]([N:8]1[CH2:12][CH:11]([C:13]2[CH:18]=[CH:17][CH:16]=[CH:15][CH:14]=2)[CH2:10][C@H:9]1[C:19]1[NH:23][N:22]=[N:21][N:20]=1)=[O:7])([CH3:4])([CH3:3])[CH3:2].C([O-])([O-])=O.[K+].[K+].[CH2:30](Br)[C:31]1[CH:36]=[CH:35][CH:34]=[CH:33][CH:32]=1, predict the reaction product. The product is: [C:1]([O:5][C:6]([N:8]1[CH2:12][CH:11]([C:13]2[CH:18]=[CH:17][CH:16]=[CH:15][CH:14]=2)[CH2:10][C@H:9]1[C:19]1[N:20]=[N:21][N:22]([CH2:30][C:31]2[CH:36]=[CH:35][CH:34]=[CH:33][CH:32]=2)[N:23]=1)=[O:7])([CH3:4])([CH3:2])[CH3:3]. (2) The product is: [N+:5]([C:8]1[CH:9]=[CH:10][C:11]([C:14]2[NH:15][C:23](=[O:24])[C:22]([CH:21]([NH:20][C:17](=[O:19])[CH3:18])[CH3:29])=[N:2][N:16]=2)=[CH:12][CH:13]=1)([O-:7])=[O:6]. Given the reactants O.[NH2:2]N.Cl.[N+:5]([C:8]1[CH:13]=[CH:12][C:11]([C:14](=[NH:16])[NH2:15])=[CH:10][CH:9]=1)([O-:7])=[O:6].[C:17]([NH:20][CH:21]([CH3:29])[C:22](=O)[C:23](OCC)=[O:24])(=[O:19])[CH3:18], predict the reaction product. (3) The product is: [CH3:1][CH:2]1[NH:7][CH2:6][CH:5]([CH2:8][CH2:9][N:10]2[C:18]3[CH:17]=[CH:16][C:15]([O:19][C:20]([F:22])([F:23])[F:21])=[CH:14][C:13]=3[C:12]3[CH2:24][N:25]4[CH2:26][CH2:27][CH:28]([C:11]2=3)[CH2:29][CH2:30]4)[CH2:4][CH2:3]1. Given the reactants [CH3:1][C:2]1[N:7]=[CH:6][C:5](/[CH:8]=[CH:9]\[N:10]2[C:18]3[CH:17]=[CH:16][C:15]([O:19][C:20]([F:23])([F:22])[F:21])=[CH:14][C:13]=3[C:12]3[CH2:24][N:25]4[CH2:30][CH2:29][CH:28]([C:11]2=3)[CH2:27][CH2:26]4)=[CH:4][CH:3]=1, predict the reaction product.